This data is from Reaction yield outcomes from USPTO patents with 853,638 reactions. The task is: Predict the reaction yield, written as a fraction of the theoretical maximum amount of product (1.0 means a 100% yield; for example, 0.34 means a 34% yield). (1) The reactants are [CH2:1]([NH:5][CH2:6][CH2:7][CH2:8][CH3:9])[CH2:2][CH2:3][CH3:4].C[Al](C)C.C(O[C:17]([C:19]1[C:23]([Cl:24])=[C:22]([CH3:25])[NH:21][N:20]=1)=[O:18])C.[C@H](O)(C([O-])=O)[C@@H](O)C([O-])=O.[Na+].[K+]. The catalyst is ClCCl. The product is [CH2:1]([N:5]([CH2:6][CH2:7][CH2:8][CH3:9])[C:17]([C:19]1[C:23]([Cl:24])=[C:22]([CH3:25])[NH:21][N:20]=1)=[O:18])[CH2:2][CH2:3][CH3:4]. The yield is 0.680. (2) The reactants are [C:1]([O:4][CH:5]([CH:20]([CH3:22])[CH3:21])[C:6]([CH3:19])([CH3:18])[CH2:7][O:8][C:9]1[CH:14]=[CH:13][CH:12]=[C:11]([NH2:15])[C:10]=1[C:16]#[N:17])(=[O:3])[CH3:2].[S:23](Cl)(=[O:26])(=[O:25])[NH2:24]. No catalyst specified. The product is [C:1]([O:4][CH:5]([CH:20]([CH3:22])[CH3:21])[C:6]([CH3:19])([CH3:18])[CH2:7][O:8][C:9]1[CH:14]=[CH:13][CH:12]=[C:11]([NH:15][S:23](=[O:26])(=[O:25])[NH2:24])[C:10]=1[C:16]#[N:17])(=[O:3])[CH3:2]. The yield is 0.900. (3) The reactants are [C:1](#N)C.[F:4][C:5]1[CH:6]=[C:7]2[C:12](=[C:13]([O:16][CH3:17])[C:14]=1F)[N:11]([C@@H:18]1[CH2:20][C@@H:19]1[F:21])[CH:10]=[C:9]([C:22]([OH:24])=[O:23])[C:8]2=[O:25].Cl.Cl.[CH3:28][C@:29]1([NH2:36])[C:33]2([CH2:35][CH2:34]2)[CH2:32]N[CH2:30]1. The catalyst is C(N(CC)CC)C. The product is [OH2:16].[OH2:16].[NH2:36][C@:29]1([CH3:28])[C:33]2([CH2:35][CH2:34]2)[CH2:32][CH:1]([C:14]2[C:13]([O:16][CH3:17])=[C:12]3[C:7]([C:8](=[O:25])[C:9]([C:22]([OH:24])=[O:23])=[CH:10][N:11]3[C@@H:18]3[CH2:20][C@@H:19]3[F:21])=[CH:6][C:5]=2[F:4])[CH2:30]1. The yield is 0.930. (4) The catalyst is C(Cl)Cl.Cl[Ru](=CC1C=CC=CC=1)([P](C1CCCCC1)(C1CCCCC1)C1CCCCC1)([P](C1CCCCC1)(C1CCCCC1)C1CCCCC1)Cl. The product is [F:20][C:17]([F:18])([F:19])[O:16][C:13]1[CH:12]=[CH:11][C:10]([N:5]2[CH2:1][CH2:2][CH:8]=[CH:7][C:6]2=[O:9])=[CH:15][CH:14]=1. The reactants are [CH2:1]([N:5]([C:10]1[CH:15]=[CH:14][C:13]([O:16][C:17]([F:20])([F:19])[F:18])=[CH:12][CH:11]=1)[C:6](=[O:9])[CH:7]=[CH2:8])[CH2:2]C=C. The yield is 0.820. (5) The reactants are [Cl:1][C:2]1[CH:7]=[C:6]([Cl:8])[CH:5]=[CH:4][C:3]=1[C:9]1[N:10]=[C:11](/[CH:22]=[CH:23]/[C:24]2[CH:29]=[CH:28][C:27]([C:30]([F:33])([F:32])[F:31])=[CH:26][C:25]=2[F:34])[N:12]([CH2:14][C:15]2[CH:20]=[CH:19][C:18]([NH2:21])=[CH:17][CH:16]=2)[CH:13]=1.Br[CH2:36][C:37]([O:39][CH3:40])=[O:38]. No catalyst specified. The product is [CH3:40][O:39][C:37](=[O:38])[CH2:36][NH:21][C:18]1[CH:17]=[CH:16][C:15]([CH2:14][N:12]2[CH:13]=[C:9]([C:3]3[CH:4]=[CH:5][C:6]([Cl:8])=[CH:7][C:2]=3[Cl:1])[N:10]=[C:11]2/[CH:22]=[CH:23]/[C:24]2[CH:29]=[CH:28][C:27]([C:30]([F:32])([F:31])[F:33])=[CH:26][C:25]=2[F:34])=[CH:20][CH:19]=1. The yield is 0.820. (6) The reactants are [N:1]1[C:10]2[NH:9][CH2:8][CH2:7][CH2:6][C:5]=2[CH:4]=[CH:3][C:2]=1[CH2:11][CH2:12][OH:13].C1C=CC(P(C2C=CC=CC=2)C2C=CC=CC=2)=CC=1.[Cl:33][C:34]1([Cl:50])[CH:36]([C:37]2[CH:42]=[CH:41][C:40](O)=[CH:39][CH:38]=2)[CH:35]1[CH2:44][C:45]([O:47]CC)=[O:46].N(C(OC(C)C)=O)=NC(OC(C)C)=O.C(O)(C(F)(F)F)=O. The catalyst is C1COCC1. The product is [Cl:33][C:34]1([Cl:50])[CH:36]([C:37]2[CH:42]=[CH:41][C:40]([O:13][CH2:12][CH2:11][C:2]3[CH:3]=[CH:4][C:5]4[CH2:6][CH2:7][CH2:8][NH:9][C:10]=4[N:1]=3)=[CH:39][CH:38]=2)[CH:35]1[CH2:44][C:45]([OH:47])=[O:46]. The yield is 0.360.